This data is from Reaction yield outcomes from USPTO patents with 853,638 reactions. The task is: Predict the reaction yield, written as a fraction of the theoretical maximum amount of product (1.0 means a 100% yield; for example, 0.34 means a 34% yield). (1) The product is [Cl:23][C:22]1[C:17]2[N:18]([CH:8]=[CH:9][N:16]=2)[CH:19]=[CH:20][N:21]=1. The catalyst is CC(O)C.C(OCC)C.O. The reactants are C(OC(O[CH2:8][CH3:9])CBr)C.Br.C(=O)([O-])O.[Na+].[NH2:16][C:17]1[C:22]([Cl:23])=[N:21][CH:20]=[CH:19][N:18]=1. The yield is 0.630. (2) The reactants are [CH3:1][O:2][C:3]1[CH:4]=[C:5]2[C:9](=[CH:10][CH:11]=1)[NH:8][C:7]([CH3:12])=[CH:6]2.[Cl:13][C:14]1[N:15]=[N:16][C:17]([CH2:20]Cl)=[CH:18][CH:19]=1. The catalyst is CS(C)=O. The product is [Cl:13][C:14]1[N:15]=[N:16][C:17]([CH2:20][N:8]2[C:9]3[C:5](=[CH:4][C:3]([O:2][CH3:1])=[CH:11][CH:10]=3)[CH:6]=[C:7]2[CH3:12])=[CH:18][CH:19]=1. The yield is 0.500.